From a dataset of CYP3A4 inhibition data for predicting drug metabolism from PubChem BioAssay. Regression/Classification. Given a drug SMILES string, predict its absorption, distribution, metabolism, or excretion properties. Task type varies by dataset: regression for continuous measurements (e.g., permeability, clearance, half-life) or binary classification for categorical outcomes (e.g., BBB penetration, CYP inhibition). Dataset: cyp3a4_veith. The compound is CC(=O)Nc1cc(C(=O)N2CCCC2)ccc1S(=O)(=O)c1ccc(C)cc1. The result is 1 (inhibitor).